This data is from Reaction yield outcomes from USPTO patents with 853,638 reactions. The task is: Predict the reaction yield, written as a fraction of the theoretical maximum amount of product (1.0 means a 100% yield; for example, 0.34 means a 34% yield). (1) The reactants are [Br:1][C:2]1[CH:10]=[C:9]([NH2:11])[C:8]([O:12][CH3:13])=[C:7]2[C:3]=1[C:4]1[CH:17]=[C:16]([CH3:18])[CH:15]=[N:14][C:5]=1[NH:6]2.[CH3:19][C:20]([O:23][C:24](O[C:24]([O:23][C:20]([CH3:22])([CH3:21])[CH3:19])=[O:25])=[O:25])([CH3:22])[CH3:21]. The catalyst is C(Cl)Cl.C1COCC1. The product is [Br:1][C:2]1[CH:10]=[C:9]([NH:11][C:24]([O:23][C:20]([CH3:22])([CH3:21])[CH3:19])=[O:25])[C:8]([O:12][CH3:13])=[C:7]2[C:3]=1[C:4]1[CH:17]=[C:16]([CH3:18])[CH:15]=[N:14][C:5]=1[N:6]2[C:24]([O:23][C:20]([CH3:22])([CH3:21])[CH3:19])=[O:25]. The yield is 0.700. (2) The reactants are [Cl:1][C:2]1[CH:3]=[C:4]2[C:8](=[CH:9][CH:10]=1)[NH:7][CH:6]=[C:5]2[CH2:11][CH2:12][NH:13][C:14](=[O:18])[C:15]([OH:17])=O.S(Cl)(Cl)=O.ClC1C=C2C(=CC=1)NC=C2CCNC(=O)C(Cl)=O.C(N(CC)CC)C.[CH:48]1([C:54]([NH:56][NH2:57])=O)[CH2:53][CH2:52][CH2:51][CH2:50][CH2:49]1.C1(C)C=CC(S(Cl)(=O)=O)=CC=1. The catalyst is C(Cl)(Cl)Cl.ClCCl. The product is [Cl:1][C:2]1[CH:3]=[C:4]2[C:8](=[CH:9][CH:10]=1)[NH:7][CH:6]=[C:5]2[CH2:11][CH2:12][NH:13][C:14]([C:15]1[O:17][C:54]([CH:48]2[CH2:53][CH2:52][CH2:51][CH2:50][CH2:49]2)=[N:56][N:57]=1)=[O:18]. The yield is 0.0140.